The task is: Predict the reaction yield, written as a fraction of the theoretical maximum amount of product (1.0 means a 100% yield; for example, 0.34 means a 34% yield).. This data is from Reaction yield outcomes from USPTO patents with 853,638 reactions. (1) The reactants are [N:1]1[C:10]2[C:5](=[CH:6][CH:7]=[CH:8][CH:9]=2)[CH:4]=[CH:3][C:2]=1[CH:11]=[CH:12][C:13]1[CH:14]=[C:15]([CH:18]=[CH:19][CH:20]=1)[CH:16]=[O:17]. The yield is 0.510. The catalyst is [C].[Pd]. The product is [N:1]1[C:10]2[C:5](=[CH:6][CH:7]=[CH:8][CH:9]=2)[CH:4]=[CH:3][C:2]=1[CH2:11][CH2:12][C:13]1[CH:14]=[C:15]([CH:18]=[CH:19][CH:20]=1)[CH:16]=[O:17]. (2) The reactants are [F:1][C:2]1[CH:10]=[CH:9][C:8]([I:11])=[C:7]2[C:3]=1[CH:4](O)[N:5](C(C)(C1C=CC=CC=1)C)[C:6]2=[O:12].FC(F)(F)C(O)=O.C([SiH](CC)CC)C. The catalyst is [N+](C)([O-])=O. The product is [F:1][C:2]1[CH:10]=[CH:9][C:8]([I:11])=[C:7]2[C:3]=1[CH2:4][NH:5][C:6]2=[O:12]. The yield is 0.740. (3) The reactants are S(Cl)(C)(=O)=O.[CH2:6]([O:8][C:9](=[O:42])[C@H:10]([CH2:18][C:19]1[CH:24]=[CH:23][CH:22]=[C:21]([C:25]2[CH:34]=[CH:33][C:32]3[C:27](=[CH:28][CH:29]=[CH:30][C:31]=3[N:35]([CH2:39]CO)[CH2:36][CH2:37]O)[CH:26]=2)[CH:20]=1)[NH:11][C:12](=[O:17])[C:13]([F:16])([F:15])[F:14])[CH3:7].O.[Cl-:44].[Li+].[CH2:46]([Cl:48])Cl. The catalyst is CO. The product is [CH2:6]([O:8][C:9](=[O:42])[C@H:10]([CH2:18][C:19]1[CH:24]=[CH:23][CH:22]=[C:21]([C:25]2[CH:34]=[CH:33][C:32]3[C:27](=[CH:28][CH:29]=[CH:30][C:31]=3[N:35]([CH2:39][CH2:46][Cl:48])[CH2:36][CH2:37][Cl:44])[CH:26]=2)[CH:20]=1)[NH:11][C:12](=[O:17])[C:13]([F:16])([F:15])[F:14])[CH3:7]. The yield is 0.720.